From a dataset of Reaction yield outcomes from USPTO patents with 853,638 reactions. Predict the reaction yield, written as a fraction of the theoretical maximum amount of product (1.0 means a 100% yield; for example, 0.34 means a 34% yield). The reactants are [F:1][C:2]1[C:7](B(O)O)=[CH:6][CH:5]=[CH:4][N:3]=1.[Br:11][C:12]1[CH:13]=[C:14]2[C@@:25]3([N:30]=[C:29]([NH2:31])[CH2:28][O:27][CH2:26]3)[C:24]3[C:19](=[CH:20][CH:21]=[C:22](I)[CH:23]=3)[O:18][C:15]2=[N:16][CH:17]=1.C(=O)([O-])[O-].[K+].[K+].O1CCOCC1. The catalyst is C1C=CC(P(C2C=CC=CC=2)[C-]2C=CC=C2)=CC=1.C1C=CC(P(C2C=CC=CC=2)[C-]2C=CC=C2)=CC=1.Cl[Pd]Cl.[Fe+2].C(Cl)Cl.O. The product is [Br:11][C:12]1[CH:13]=[C:14]2[C:25]3([N:30]=[C:29]([NH2:31])[CH2:28][O:27][CH2:26]3)[C:24]3[C:19](=[CH:20][CH:21]=[C:22]([C:7]4[C:2]([F:1])=[N:3][CH:4]=[CH:5][CH:6]=4)[CH:23]=3)[O:18][C:15]2=[N:16][CH:17]=1. The yield is 1.32.